Task: Regression. Given two drug SMILES strings and cell line genomic features, predict the synergy score measuring deviation from expected non-interaction effect.. Dataset: NCI-60 drug combinations with 297,098 pairs across 59 cell lines Drug 1: CC1=C(C=C(C=C1)C(=O)NC2=CC(=CC(=C2)C(F)(F)F)N3C=C(N=C3)C)NC4=NC=CC(=N4)C5=CN=CC=C5. Drug 2: C1C(C(OC1N2C=NC3=C2NC=NCC3O)CO)O. Cell line: UO-31. Synergy scores: CSS=-4.02, Synergy_ZIP=3.53, Synergy_Bliss=2.52, Synergy_Loewe=-4.14, Synergy_HSA=-3.95.